This data is from NCI-60 drug combinations with 297,098 pairs across 59 cell lines. The task is: Regression. Given two drug SMILES strings and cell line genomic features, predict the synergy score measuring deviation from expected non-interaction effect. (1) Drug 1: CC1C(C(CC(O1)OC2CC(CC3=C2C(=C4C(=C3O)C(=O)C5=C(C4=O)C(=CC=C5)OC)O)(C(=O)C)O)N)O.Cl. Drug 2: CC1=CC2C(CCC3(C2CCC3(C(=O)C)OC(=O)C)C)C4(C1=CC(=O)CC4)C. Cell line: SW-620. Synergy scores: CSS=29.5, Synergy_ZIP=1.84, Synergy_Bliss=-0.288, Synergy_Loewe=-46.1, Synergy_HSA=-2.55. (2) Drug 1: CC1=C2C(C(=O)C3(C(CC4C(C3C(C(C2(C)C)(CC1OC(=O)C(C(C5=CC=CC=C5)NC(=O)OC(C)(C)C)O)O)OC(=O)C6=CC=CC=C6)(CO4)OC(=O)C)O)C)O. Drug 2: CC1C(C(CC(O1)OC2CC(CC3=C2C(=C4C(=C3O)C(=O)C5=CC=CC=C5C4=O)O)(C(=O)C)O)N)O. Cell line: NCI/ADR-RES. Synergy scores: CSS=24.9, Synergy_ZIP=1.55, Synergy_Bliss=4.71, Synergy_Loewe=5.34, Synergy_HSA=5.11. (3) Drug 1: C1CCC(CC1)NC(=O)N(CCCl)N=O. Drug 2: COC1=C2C(=CC3=C1OC=C3)C=CC(=O)O2. Cell line: RPMI-8226. Synergy scores: CSS=34.4, Synergy_ZIP=4.53, Synergy_Bliss=-0.0137, Synergy_Loewe=-15.8, Synergy_HSA=-2.09. (4) Drug 1: CC1=C(C=C(C=C1)NC2=NC=CC(=N2)N(C)C3=CC4=NN(C(=C4C=C3)C)C)S(=O)(=O)N.Cl. Drug 2: CCC(=C(C1=CC=CC=C1)C2=CC=C(C=C2)OCCN(C)C)C3=CC=CC=C3.C(C(=O)O)C(CC(=O)O)(C(=O)O)O. Cell line: MDA-MB-435. Synergy scores: CSS=-1.46, Synergy_ZIP=3.52, Synergy_Bliss=5.55, Synergy_Loewe=0.776, Synergy_HSA=1.38.